Dataset: Reaction yield outcomes from USPTO patents with 853,638 reactions. Task: Predict the reaction yield, written as a fraction of the theoretical maximum amount of product (1.0 means a 100% yield; for example, 0.34 means a 34% yield). (1) The reactants are [Br:1][C:2]1[CH:3]=[C:4]([Cl:8])[CH:5]=[CH:6][CH:7]=1.C([O-])(O)=[O:10].[Na+].OOS([O-])=O.[K+]. The catalyst is CP(CCP(C)C)C.CC(C)=O. The product is [Br:1][C:2]1[CH:7]=[C:6]([OH:10])[CH:5]=[C:4]([Cl:8])[CH:3]=1. The yield is 0.788. (2) The reactants are C[O:2][C:3]([C:5]1[C:9]2[CH:10]=[C:11]([O:14][CH3:15])[CH:12]=[CH:13][C:8]=2[O:7][C:6]=1[C:16]1[CH:21]=[CH:20][C:19]([F:22])=[CH:18][CH:17]=1)=O.C(OC(C1C2C=C(OC)C=CC=2OC=1C1C=CC(F)=CC=1)=O)C.CI.C(=O)([O-])[O-].[K+].[K+].[C:54](#[N:56])C. No catalyst specified. The product is [CH3:54][NH:56][C:3]([C:5]1[C:9]2[CH:10]=[C:11]([O:14][CH3:15])[CH:12]=[CH:13][C:8]=2[O:7][C:6]=1[C:16]1[CH:21]=[CH:20][C:19]([F:22])=[CH:18][CH:17]=1)=[O:2]. The yield is 0.780. (3) The reactants are [Br:1][C:2]1[CH:7]=[CH:6][C:5]([S:8](Cl)(=[O:10])=[O:9])=[C:4]([CH3:12])[CH:3]=1.[NH2:13][CH2:14][CH2:15][N:16]1[CH2:21][CH2:20][O:19][CH2:18][CH2:17]1.C(N(CC)C(C)C)(C)C. The catalyst is O1CCCC1. The product is [Br:1][C:2]1[CH:7]=[CH:6][C:5]([S:8]([NH:13][CH2:14][CH2:15][N:16]2[CH2:21][CH2:20][O:19][CH2:18][CH2:17]2)(=[O:10])=[O:9])=[C:4]([CH3:12])[CH:3]=1. The yield is 0.990. (4) The reactants are [NH2:1][C:2](=[O:36])[CH2:3][O:4][C:5]1[C:13]([C:14]2[CH:15]=[CH:16][C:17]3[O:21][C:20]([C:22]4[CH:27]=[CH:26][C:25]([F:28])=[CH:24][CH:23]=4)=[C:19]([C:29](=[O:32])[NH:30][CH3:31])[C:18]=3[CH:33]=2)=[CH:12][C:8]([C:9]([OH:11])=O)=[C:7]([O:34][CH3:35])[CH:6]=1.[N:37]1[CH:42]=[CH:41][CH:40]=[CH:39][C:38]=1[C:43]1([NH2:46])[CH2:45][CH2:44]1.CN(C(ON1N=NC2C=CC=NC1=2)=[N+](C)C)C.F[P-](F)(F)(F)(F)F. The catalyst is CN(C=O)C. The product is [NH2:1][C:2](=[O:36])[CH2:3][O:4][C:5]1[CH:6]=[C:7]([O:34][CH3:35])[C:8]([C:9](=[O:11])[NH:46][C:43]2([C:38]3[CH:39]=[CH:40][CH:41]=[CH:42][N:37]=3)[CH2:45][CH2:44]2)=[CH:12][C:13]=1[C:14]1[CH:15]=[CH:16][C:17]2[O:21][C:20]([C:22]3[CH:27]=[CH:26][C:25]([F:28])=[CH:24][CH:23]=3)=[C:19]([C:29]([NH:30][CH3:31])=[O:32])[C:18]=2[CH:33]=1. The yield is 0.870. (5) The reactants are [Cl:1][C:2]1[C:11]([CH:12]=[O:13])=[CH:10][C:9]2[C:4](=[CH:5][CH:6]=[C:7]([O:14][CH3:15])[CH:8]=2)[N:3]=1.[CH2:16](O)[CH2:17][OH:18].O.C1(C)C=CC(S(O)(=O)=O)=CC=1. The catalyst is C1(C)C=CC=CC=1. The product is [Cl:1][C:2]1[C:11]([CH:12]2[O:18][CH2:17][CH2:16][O:13]2)=[CH:10][C:9]2[C:4](=[CH:5][CH:6]=[C:7]([O:14][CH3:15])[CH:8]=2)[N:3]=1. The yield is 0.910.